Dataset: Forward reaction prediction with 1.9M reactions from USPTO patents (1976-2016). Task: Predict the product of the given reaction. (1) Given the reactants Cl[C:2]1[N:7]2[C:8]3[CH:14]=[CH:13][CH:12]=[N:11][C:9]=3[N:10]=[C:6]2[C:5]([C:15]#[N:16])=[C:4]([CH3:17])[C:3]=1[C:18]1[CH:23]=[CH:22][CH:21]=[CH:20][CH:19]=1.[OH:24][CH:25]1[CH2:29][CH2:28][NH:27][CH2:26]1.C(N(CC)CC)C, predict the reaction product. The product is: [OH:24][CH:25]1[CH2:29][CH2:28][N:27]([C:2]2[N:7]3[C:8]4[CH:14]=[CH:13][CH:12]=[N:11][C:9]=4[N:10]=[C:6]3[C:5]([C:15]#[N:16])=[C:4]([CH3:17])[C:3]=2[C:18]2[CH:23]=[CH:22][CH:21]=[CH:20][CH:19]=2)[CH2:26]1. (2) Given the reactants [NH2:1][C:2]1[CH:3]=[C:4]2[C:8](=[CH:9][CH:10]=1)[NH:7][C:6]([CH2:11][OH:12])=[CH:5]2.N[C:14]1[CH:15]=[C:16]2[C:20](=[CH:21][CH:22]=1)N[C:18]([C:23]([O:25]CC)=O)=[CH:17]2.[H-].[Al+3].[Li+].[H-].[H-].[H-], predict the reaction product. The product is: [C:4]([C:22]1[CH:14]=[CH:15][C:16](/[CH:17]=[CH:18]/[C:23]([NH:1][C:2]2[CH:3]=[C:4]3[C:8](=[CH:9][CH:10]=2)[NH:7][C:6]([CH2:11][OH:12])=[CH:5]3)=[O:25])=[CH:20][CH:21]=1)([CH3:8])([CH3:5])[CH3:3]. (3) Given the reactants [ClH:1].[CH3:2][C:3]1([CH2:9][OH:10])[CH2:8][CH2:7][CH2:6][CH2:5][CH2:4]1.[CH2:11]=O, predict the reaction product. The product is: [Cl:1][CH2:11][O:10][CH2:9][C:3]1([CH3:2])[CH2:8][CH2:7][CH2:6][CH2:5][CH2:4]1. (4) Given the reactants [OH:1][C:2]1[CH:11]=[CH:10][CH:9]=[C:8]2[C:3]=1[CH2:4][CH2:5][CH2:6][C:7]2=[O:12].II.[I:15](O)(=O)=O, predict the reaction product. The product is: [OH:1][C:2]1[C:11]([I:15])=[CH:10][CH:9]=[C:8]2[C:3]=1[CH2:4][CH2:5][CH2:6][C:7]2=[O:12].